This data is from Forward reaction prediction with 1.9M reactions from USPTO patents (1976-2016). The task is: Predict the product of the given reaction. (1) The product is: [N:3]1[CH:4]=[CH:5][CH:6]=[CH:7][C:2]=1[C:11]1[CH:12]=[C:13]([Br:15])[CH:14]=[C:9]([C:2]2[CH:7]=[CH:6][CH:5]=[CH:4][N:3]=2)[CH:10]=1. Given the reactants Br[C:2]1[CH:7]=[CH:6][CH:5]=[CH:4][N:3]=1.Br[C:9]1[CH:14]=[C:13]([Br:15])[CH:12]=[C:11](Br)[CH:10]=1, predict the reaction product. (2) Given the reactants Cl.[N+:2]([C:5]1[CH:13]=[CH:12][C:8]([N:9]([CH3:11])[CH3:10])=[CH:7][CH:6]=1)([O-])=O, predict the reaction product. The product is: [CH3:10][N:9]([C:8]1[CH:12]=[CH:13][C:5]([NH2:2])=[CH:6][CH:7]=1)[CH3:11].